From a dataset of Full USPTO retrosynthesis dataset with 1.9M reactions from patents (1976-2016). Predict the reactants needed to synthesize the given product. (1) Given the product [CH:1]1([C:7]2[N:16]=[C:17]([SH:18])[NH:19][C:12](=[O:14])[C:11]=2[C:9]#[N:10])[CH2:2][CH2:3][CH2:4][CH2:5][CH2:6]1, predict the reactants needed to synthesize it. The reactants are: [CH:1]1([CH:7]=O)[CH2:6][CH2:5][CH2:4][CH2:3][CH2:2]1.[C:9]([CH2:11][C:12]([O:14]C)=O)#[N:10].[NH2:16][C:17]([NH2:19])=[S:18].N1CCCCC1. (2) Given the product [CH3:15][C:9]1[C:10]([CH3:14])=[CH:11][CH:12]=[CH:13][C:8]=1[C:6]1[N:5]=[C:4]([NH2:16])[N:3]=[C:2]([NH:27][CH2:26][C:18]2[N:17]=[C:21]3[CH:22]=[CH:23][CH:24]=[CH:25][N:20]3[CH:19]=2)[CH:7]=1, predict the reactants needed to synthesize it. The reactants are: Cl[C:2]1[CH:7]=[C:6]([C:8]2[CH:13]=[CH:12][CH:11]=[C:10]([CH3:14])[C:9]=2[CH3:15])[N:5]=[C:4]([NH2:16])[N:3]=1.[N:17]1[C:18]([CH2:26][NH2:27])=[CH:19][N:20]2[CH:25]=[CH:24][CH:23]=[CH:22][C:21]=12.CCN(CC)CC.C(O)CCC.